Dataset: CYP1A2 inhibition data for predicting drug metabolism from PubChem BioAssay. Task: Regression/Classification. Given a drug SMILES string, predict its absorption, distribution, metabolism, or excretion properties. Task type varies by dataset: regression for continuous measurements (e.g., permeability, clearance, half-life) or binary classification for categorical outcomes (e.g., BBB penetration, CYP inhibition). Dataset: cyp1a2_veith. (1) The molecule is Cc1cc(C)nc(SCc2nnc(SCC(N)=O)n2Cc2ccco2)n1. The result is 0 (non-inhibitor). (2) The molecule is COC(=O)[C@@]1(Cc2ccc(OC)cc2)[C@H]2c3cc(C(=O)N(C)C)n(Cc4ccccc4)c3C[C@H]2CN1C(=O)c1ccccc1. The result is 0 (non-inhibitor). (3) The drug is CC(C)C(=O)NCCCc1ccccc1. The result is 0 (non-inhibitor). (4) The compound is N#Cc1ccc(CN2CC3(CCN(C(=O)c4cccc(F)c4)CC3)C2)cc1. The result is 1 (inhibitor). (5) The molecule is Cn1c(=O)c(-c2cccs2)nc2cnc(Oc3ccccc3)nc21. The result is 1 (inhibitor).